This data is from Catalyst prediction with 721,799 reactions and 888 catalyst types from USPTO. The task is: Predict which catalyst facilitates the given reaction. (1) Reactant: [N:1]1[CH:6]=[CH:5][CH:4]=[C:3]([NH:7][C:8](=[O:15])OCC(Cl)(Cl)Cl)[CH:2]=1.[O:16]1[CH:20]=[CH:19][C:18]([C:21]2[N:25]=[C:24]([N:26]3[CH2:31][CH2:30][NH:29][CH2:28][CH2:27]3)[S:23][N:22]=2)=[CH:17]1.C(N(C(C)C)CC)(C)C.O. Product: [O:16]1[CH:20]=[CH:19][C:18]([C:21]2[N:25]=[C:24]([N:26]3[CH2:27][CH2:28][N:29]([C:8]([NH:7][C:3]4[CH:2]=[N:1][CH:6]=[CH:5][CH:4]=4)=[O:15])[CH2:30][CH2:31]3)[S:23][N:22]=2)=[CH:17]1. The catalyst class is: 16. (2) Reactant: [Cl:1][C:2]1[CH:10]=[C:9]([C:11]#[C:12][CH2:13][CH2:14][O:15][CH3:16])[C:5]2[O:6][CH2:7][O:8][C:4]=2[C:3]=1[NH:17][C:18]1[C:27]2[C:22](=[CH:23][C:24]([O:30][CH2:31][CH2:32][CH2:33]Cl)=[C:25]([O:28][CH3:29])[CH:26]=2)[N:21]=[CH:20][N:19]=1.[CH:35]([N:37]1[CH2:42][CH2:41][NH:40][CH2:39][CH2:38]1)=[O:36]. Product: [Cl:1][C:2]1[CH:10]=[C:9]([C:11]#[C:12][CH2:13][CH2:14][O:15][CH3:16])[C:5]2[O:6][CH2:7][O:8][C:4]=2[C:3]=1[NH:17][C:18]1[C:27]2[C:22](=[CH:23][C:24]([O:30][CH2:31][CH2:32][CH2:33][N:40]3[CH2:41][CH2:42][N:37]([CH:35]=[O:36])[CH2:38][CH2:39]3)=[C:25]([O:28][CH3:29])[CH:26]=2)[N:21]=[CH:20][N:19]=1. The catalyst class is: 141. (3) Reactant: [C:1]([CH:9]1[CH2:14][CH2:13][N:12]([CH2:15][CH2:16][CH2:17][O:18][C:19]2[CH:26]=[CH:25][C:22]([C:23]#[N:24])=[CH:21][CH:20]=2)[CH2:11][CH2:10]1)(=[O:8])[C:2]1[CH:7]=[CH:6][CH:5]=[CH:4][CH:3]=1.[CH:27]1([Mg]Cl)[CH2:31][CH2:30][CH2:29][CH2:28]1. The catalyst class is: 1. Product: [CH:27]1([C:1]([OH:8])([C:2]2[CH:3]=[CH:4][CH:5]=[CH:6][CH:7]=2)[CH:9]2[CH2:10][CH2:11][N:12]([CH2:15][CH2:16][CH2:17][O:18][C:19]3[CH:20]=[CH:21][C:22]([C:23]#[N:24])=[CH:25][CH:26]=3)[CH2:13][CH2:14]2)[CH2:31][CH2:30][CH2:29][CH2:28]1. (4) Reactant: [CH3:1][S:2]([CH:5]1[CH2:10][CH2:9][C:8]([C:11]2[S:15][C:14]3[CH:16]=[C:17]([O:20][CH3:21])[CH:18]=[CH:19][C:13]=3[C:12]=2[O:22][C:23]2[CH:37]=[CH:36][C:26]([O:27][CH2:28][CH2:29][N:30]3[CH2:35][CH2:34][CH2:33][CH2:32][CH2:31]3)=[CH:25][CH:24]=2)=[CH:7][CH2:6]1)(=[O:4])=[O:3].[ClH:38]. Product: [ClH:38].[CH3:1][S:2]([CH:5]1[CH2:10][CH2:9][C:8]([C:11]2[S:15][C:14]3[CH:16]=[C:17]([O:20][CH3:21])[CH:18]=[CH:19][C:13]=3[C:12]=2[O:22][C:23]2[CH:24]=[CH:25][C:26]([O:27][CH2:28][CH2:29][N:30]3[CH2:35][CH2:34][CH2:33][CH2:32][CH2:31]3)=[CH:36][CH:37]=2)=[CH:7][CH2:6]1)(=[O:3])=[O:4]. The catalyst class is: 2. (5) Reactant: [Cl:1][C:2]1[N:7]=[C:6](Cl)[CH:5]=[C:4]([C:9]([O:11][CH3:12])=[O:10])[N:3]=1.[CH3:13][NH:14][CH:15]1[CH2:20][CH2:19][CH2:18][CH2:17][CH2:16]1.C(N(CC)CC)C.O. Product: [Cl:1][C:2]1[N:3]=[C:4]([C:9]([O:11][CH3:12])=[O:10])[CH:5]=[C:6]([N:14]([CH:15]2[CH2:20][CH2:19][CH2:18][CH2:17][CH2:16]2)[CH3:13])[N:7]=1. The catalyst class is: 1. (6) Product: [CH3:32][N:33]([CH3:34])[CH2:35][C:36]([N:38]1[C:46]2[C:41](=[CH:42][C:43]([O:48][CH3:49])=[C:44]([NH:47][C:3]3[N:16]4[C:7](=[N:8][C:9]5[C:14]([C:15]4=[O:17])=[C:13]([F:18])[CH:12]=[CH:11][CH:10]=5)[C:6]4[CH:19]=[CH:20][N:21]([S:22]([C:25]5[CH:26]=[CH:27][C:28]([CH3:31])=[CH:29][CH:30]=5)(=[O:24])=[O:23])[C:5]=4[N:4]=3)[CH:45]=2)[C:40]([CH3:50])([CH3:51])[CH2:39]1)=[O:37]. Reactant: Cl.Cl[C:3]1[N:16]2[C:7](=[N:8][C:9]3[C:14]([C:15]2=[O:17])=[C:13]([F:18])[CH:12]=[CH:11][CH:10]=3)[C:6]2[CH:19]=[CH:20][N:21]([S:22]([C:25]3[CH:30]=[CH:29][C:28]([CH3:31])=[CH:27][CH:26]=3)(=[O:24])=[O:23])[C:5]=2[N:4]=1.[CH3:32][N:33]([CH2:35][C:36]([N:38]1[C:46]2[C:41](=[CH:42][C:43]([O:48][CH3:49])=[C:44]([NH2:47])[CH:45]=2)[C:40]([CH3:51])([CH3:50])[CH2:39]1)=[O:37])[CH3:34]. The catalyst class is: 1. (7) Reactant: [C:1]([C:3]1[C:8](=[O:9])[N:7]([C:10]2[CH:15]=[CH:14][C:13]([CH3:16])=[CH:12][CH:11]=2)[C:6]([C:17]2[CH:22]=[CH:21][C:20]([S:23][CH3:24])=[CH:19][CH:18]=2)=[N:5][C:4]=1[S:25][CH3:26])#[N:2].C(=O)([O-])[O-:28].[K+].[K+]. Product: [C:1](/[C:3](/[C:8]([NH:7][C:10]1[CH:15]=[CH:14][C:13]([CH3:16])=[CH:12][CH:11]=1)=[O:9])=[C:4](/[NH:5][C:6](=[O:28])[C:17]1[CH:22]=[CH:21][C:20]([S:23][CH3:24])=[CH:19][CH:18]=1)\[S:25][CH3:26])#[N:2]. The catalyst class is: 8. (8) Reactant: [F:1][C:2]1[CH:19]=[C:18]([I:20])[CH:17]=[CH:16][C:3]=1[NH:4][C:5]1[C:6]([C:13]([OH:15])=[O:14])=[CH:7][N:8]([CH3:12])[C:9](=[O:11])[CH:10]=1.N1C=CC=CC=1.FC(F)(F)C(O[C:32]1[C:37]([F:38])=[C:36]([F:39])[C:35]([F:40])=[C:34]([F:41])[C:33]=1[F:42])=O. Product: [F:1][C:2]1[CH:19]=[C:18]([I:20])[CH:17]=[CH:16][C:3]=1[NH:4][C:5]1[C:6]([C:13]([O:15][C:32]2[C:33]([F:42])=[C:34]([F:41])[C:35]([F:40])=[C:36]([F:39])[C:37]=2[F:38])=[O:14])=[CH:7][N:8]([CH3:12])[C:9](=[O:11])[CH:10]=1. The catalyst class is: 474. (9) Reactant: [F:1][C:2]1[CH:7]=[CH:6][CH:5]=[CH:4][C:3]=1[C:8]1[N:9]=[N:10][C:11]2[C@@:12]3([CH2:21][O:22]C(=O)C)[C:18]([CH3:20])([CH3:19])[C@@H:15]([C:16]=2[CH:17]=1)[CH2:14][CH2:13]3.[OH-].[Na+]. Product: [F:1][C:2]1[CH:7]=[CH:6][CH:5]=[CH:4][C:3]=1[C:8]1[N:9]=[N:10][C:11]2[C@@:12]3([CH2:21][OH:22])[C:18]([CH3:19])([CH3:20])[C@@H:15]([C:16]=2[CH:17]=1)[CH2:14][CH2:13]3. The catalyst class is: 5. (10) Reactant: [CH2:1]([N:3]([CH2:25][CH3:26])[C:4]([CH:6]1[C:18]2[C:17]3[C:12](=[CH:13][CH:14]=[C:15]([O:19][CH3:20])[CH:16]=3)[NH:11][C:10]=2[C:9]2[CH:21]=[CH:22][CH:23]=[CH:24][C:8]=2[S:7]1)=[O:5])[CH3:2].S(C1C=CC(C)=CC=1)(O[CH2:31][CH2:32][F:33])(=O)=O.[H-].[Na+]. Product: [CH2:25]([N:3]([CH2:1][CH3:2])[C:4]([CH:6]1[C:18]2[C:17]3[C:12](=[CH:13][CH:14]=[C:15]([O:19][CH3:20])[CH:16]=3)[N:11]([CH2:31][CH2:32][F:33])[C:10]=2[C:9]2[CH:21]=[CH:22][CH:23]=[CH:24][C:8]=2[S:7]1)=[O:5])[CH3:26]. The catalyst class is: 3.